Dataset: Reaction yield outcomes from USPTO patents with 853,638 reactions. Task: Predict the reaction yield, written as a fraction of the theoretical maximum amount of product (1.0 means a 100% yield; for example, 0.34 means a 34% yield). (1) The reactants are [Cl:1][C:2]1[N:7]2[N:8]=[C:9]([C:13]3[O:14][CH:15]=[CH:16][CH:17]=3)[C:10]([CH:11]=[O:12])=[C:6]2[CH:5]=[CH:4][CH:3]=1.[Br:18]N1C(=O)CCC1=O. The catalyst is ClCCl. The product is [Br:18][C:15]1[O:14][C:13]([C:9]2[C:10]([CH:11]=[O:12])=[C:6]3[CH:5]=[CH:4][CH:3]=[C:2]([Cl:1])[N:7]3[N:8]=2)=[CH:17][CH:16]=1. The yield is 0.800. (2) The reactants are [CH3:1][C:2]1[N:6]=[CH:5][NH:4][N:3]=1.Cl[C:8]1[CH:13]=[CH:12][C:11]([N+:14]([O-:16])=[O:15])=[CH:10][C:9]=1[O:17][CH3:18].[OH-].[K+].O. The catalyst is CS(C)=O. The product is [CH3:18][O:17][C:9]1[CH:10]=[C:11]([N+:14]([O-:16])=[O:15])[CH:12]=[CH:13][C:8]=1[N:4]1[CH:5]=[N:6][C:2]([CH3:1])=[N:3]1. The yield is 0.260. (3) The yield is 0.580. No catalyst specified. The reactants are I[C:2]1[CH:7]=[CH:6][N:5]=[C:4]([N:8]2[C:16]3[CH2:15][CH:14]4[CH2:17][CH:12]([CH2:13]4)[C:11]=3[C:10]([C:18]([NH2:20])=[O:19])=[N:9]2)[CH:3]=1.[C:21]([C@:23]1([OH:30])[CH2:27][CH2:26][N:25]([CH3:28])[C:24]1=[O:29])#[CH:22]. The product is [OH:30][C@@:23]1([C:21]#[C:22][C:2]2[CH:7]=[CH:6][N:5]=[C:4]([N:8]3[C:16]4[CH2:15][CH:14]5[CH2:17][CH:12]([CH2:13]5)[C:11]=4[C:10]([C:18]([NH2:20])=[O:19])=[N:9]3)[CH:3]=2)[CH2:27][CH2:26][N:25]([CH3:28])[C:24]1=[O:29]. (4) The reactants are C(OC(=O)[NH:7][CH:8]1[CH2:13][CH2:12][CH:11]([CH2:14][NH:15][C:16]2[C:21]([N+:22]([O-:24])=[O:23])=[CH:20][N:19]=[C:18]([NH:25][CH2:26][C:27]3[CH:32]=[CH:31][CH:30]=[C:29]([N:33]4[CH2:38][CH2:37][CH2:36][CH2:35][CH2:34]4)[CH:28]=3)[N:17]=2)[CH2:10][CH2:9]1)(C)(C)C.C(O)(C(F)(F)F)=O. The catalyst is C(Cl)Cl. The product is [NH2:7][C@H:8]1[CH2:9][CH2:10][C@H:11]([CH2:14][NH:15][C:16]2[C:21]([N+:22]([O-:24])=[O:23])=[CH:20][N:19]=[C:18]([NH:25][CH2:26][C:27]3[CH:32]=[CH:31][CH:30]=[C:29]([N:33]4[CH2:38][CH2:37][CH2:36][CH2:35][CH2:34]4)[CH:28]=3)[N:17]=2)[CH2:12][CH2:13]1. The yield is 0.910. (5) The reactants are C([O:3][C:4](=O)[CH2:5][C:6]([CH:8]1[CH2:12][CH2:11][CH2:10][CH2:9]1)=O)C.Cl.[NH2:15][C:16]([NH2:18])=[NH:17].CC(C)([O-])C.[K+]. The catalyst is CO. The product is [NH2:17][C:16]1[NH:18][C:4](=[O:3])[CH:5]=[C:6]([CH:8]2[CH2:12][CH2:11][CH2:10][CH2:9]2)[N:15]=1. The yield is 0.870. (6) The reactants are C(=O)([O-])[O-].[K+].[K+].[CH:7]([N:10]1[C:18]2[C:13](=[CH:14][CH:15]=[C:16]([NH:19][S:20]([CH3:23])(=[O:22])=[O:21])[CH:17]=2)[C:12]([C:24]2[CH:29]=[CH:28][C:27]([C:30]#[C:31][Si](C)(C)C)=[CH:26][N:25]=2)=[CH:11]1)([CH3:9])[CH3:8]. The catalyst is CO. The product is [CH:7]([N:10]1[C:18]2[C:13](=[CH:14][CH:15]=[C:16]([NH:19][S:20]([CH3:23])(=[O:22])=[O:21])[CH:17]=2)[C:12]([C:24]2[CH:29]=[CH:28][C:27]([C:30]#[CH:31])=[CH:26][N:25]=2)=[CH:11]1)([CH3:9])[CH3:8]. The yield is 0.270.